From a dataset of Peptide-MHC class I binding affinity with 185,985 pairs from IEDB/IMGT. Regression. Given a peptide amino acid sequence and an MHC pseudo amino acid sequence, predict their binding affinity value. This is MHC class I binding data. (1) The peptide sequence is GRQEKNPAL. The MHC is HLA-B39:01 with pseudo-sequence HLA-B39:01. The binding affinity (normalized) is 0.295. (2) The peptide sequence is RIFPATHYV. The MHC is HLA-A68:23 with pseudo-sequence HLA-A68:23. The binding affinity (normalized) is 0.511.